From a dataset of Catalyst prediction with 721,799 reactions and 888 catalyst types from USPTO. Predict which catalyst facilitates the given reaction. (1) Reactant: [OH:1][C:2]1[CH:10]=[CH:9][C:5]([C:6]([OH:8])=[O:7])=[CH:4][C:3]=1[CH3:11].C(=O)([O-])[O-].[Cs+].[Cs+].FC(F)(F)S(O[CH2:24][C:25]([F:28])([F:27])[F:26])(=O)=O.[OH-].[Na+]. Product: [CH3:11][C:3]1[CH:4]=[C:5]([CH:9]=[CH:10][C:2]=1[O:1][CH2:24][C:25]([F:28])([F:27])[F:26])[C:6]([OH:8])=[O:7]. The catalyst class is: 18. (2) Reactant: CN(C)/[CH:3]=[CH:4]/[C:5]([C:7]1[N:12]=[C:11]([C:13]#[N:14])[C:10]([N:15]2[CH2:19][CH2:18][C@H:17]([OH:20])[CH2:16]2)=[CH:9][CH:8]=1)=O.[N:22]1([C:28]2[CH:33]=[CH:32][C:31]([NH:34][C:35]([NH2:37])=[NH:36])=[CH:30][CH:29]=2)[CH2:27][CH2:26][O:25][CH2:24][CH2:23]1. Product: [OH:20][C@H:17]1[CH2:18][CH2:19][N:15]([C:10]2[C:11]([C:13]#[N:14])=[N:12][C:7]([C:5]3[CH:4]=[CH:3][N:37]=[C:35]([NH:34][C:31]4[CH:30]=[CH:29][C:28]([N:22]5[CH2:27][CH2:26][O:25][CH2:24][CH2:23]5)=[CH:33][CH:32]=4)[N:36]=3)=[CH:8][CH:9]=2)[CH2:16]1. The catalyst class is: 14. (3) Reactant: [H-].[Na+].[Cl:3][C:4]1[C:12]2[N:11]=[C:10]3[N:13]([C:17]4[CH:22]=[CH:21][C:20]([Cl:23])=[CH:19][C:18]=4[Cl:24])[CH2:14][CH2:15][CH2:16][N:9]3[C:8]=2[C:7]([C:25]([OH:28])([CH3:27])[CH3:26])=[CH:6][CH:5]=1.[CH3:29]I. Product: [Cl:3][C:4]1[C:12]2[N:11]=[C:10]3[N:13]([C:17]4[CH:22]=[CH:21][C:20]([Cl:23])=[CH:19][C:18]=4[Cl:24])[CH2:14][CH2:15][CH2:16][N:9]3[C:8]=2[C:7]([C:25]([O:28][CH3:29])([CH3:26])[CH3:27])=[CH:6][CH:5]=1. The catalyst class is: 35. (4) Reactant: [CH:1]([NH2:4])([CH3:3])[CH3:2].[C:5]1(=[O:11])[NH:9][C:8](=[O:10])[CH:7]=[CH:6]1. Product: [CH3:2][CH:1]([NH:4][CH:6]1[C:5](=[O:11])[NH:9][C:8](=[O:10])[CH2:7]1)[CH3:3]. The catalyst class is: 13. (5) Reactant: C([O:3][C:4]([CH:6]1[CH2:11][CH2:10][N:9]([C:12]2[CH:19]=[CH:18][C:15]([C:16]#[N:17])=[CH:14][CH:13]=2)[CH2:8][CH2:7]1)=[O:5])C.[OH-].[Na+].Cl. Product: [C:4]([CH:6]1[CH2:11][CH2:10][N:9]([C:12]2[CH:13]=[CH:14][C:15]([C:16]#[N:17])=[CH:18][CH:19]=2)[CH2:8][CH2:7]1)([OH:5])=[O:3]. The catalyst class is: 20.